The task is: Regression. Given a peptide amino acid sequence and an MHC pseudo amino acid sequence, predict their binding affinity value. This is MHC class II binding data.. This data is from Peptide-MHC class II binding affinity with 134,281 pairs from IEDB. (1) The peptide sequence is FEIKCTKPEACSGEPVVVHI. The MHC is HLA-DPA10103-DPB10301 with pseudo-sequence HLA-DPA10103-DPB10301. The binding affinity (normalized) is 0.434. (2) The peptide sequence is APCRIPVIVADDLTA. The MHC is HLA-DQA10201-DQB10301 with pseudo-sequence HLA-DQA10201-DQB10301. The binding affinity (normalized) is 0.276. (3) The peptide sequence is MATRFMTDPHAMRDM. The MHC is DRB1_0802 with pseudo-sequence DRB1_0802. The binding affinity (normalized) is 0.347. (4) The peptide sequence is PPAGTRKIMKVVNRW. The MHC is DRB1_1301 with pseudo-sequence DRB1_1301. The binding affinity (normalized) is 0.770. (5) The peptide sequence is EKKYFAYTQFEPLAA. The MHC is HLA-DPA10201-DPB11401 with pseudo-sequence HLA-DPA10201-DPB11401. The binding affinity (normalized) is 1.00. (6) The peptide sequence is AGALEVHAVKPVTEE. The MHC is DRB1_1302 with pseudo-sequence DRB1_1302. The binding affinity (normalized) is 0.349.